From a dataset of Full USPTO retrosynthesis dataset with 1.9M reactions from patents (1976-2016). Predict the reactants needed to synthesize the given product. (1) Given the product [CH2:1]([O:8][C:9]1[CH:10]=[C:11]([CH:16]=[C:17]([O:19][C@@H:20]([CH3:24])[CH2:21][O:22][CH3:23])[CH:18]=1)[C:12]([OH:14])=[O:13])[C:2]1[CH:3]=[CH:4][CH:5]=[CH:6][CH:7]=1, predict the reactants needed to synthesize it. The reactants are: [CH2:1]([O:8][C:9]1[CH:10]=[C:11]([CH:16]=[C:17]([O:19][C@@H:20]([CH3:24])[CH2:21][O:22][CH3:23])[CH:18]=1)[C:12]([O:14]C)=[O:13])[C:2]1[CH:7]=[CH:6][CH:5]=[CH:4][CH:3]=1.[OH-].[Na+]. (2) Given the product [CH3:1][O:2][C:3](=[O:15])[C:4]1[CH:9]=[CH:8][C:7]([O:10][CH2:11][CH2:12][OH:19])=[CH:6][C:5]=1[OH:14], predict the reactants needed to synthesize it. The reactants are: [CH3:1][O:2][C:3](=[O:15])[C:4]1[CH:9]=[CH:8][C:7]([O:10][CH2:11][CH:12]=C)=[CH:6][C:5]=1[OH:14].[BH4-].[Na+].C[OH:19].C(Cl)Cl. (3) Given the product [CH:1]1([CH2:4][O:5][C:6]2[CH:22]=[CH:21][C:9]3[C:10]([CH2:13][CH2:14][CH:15]4[CH2:20][CH2:19][N:18]([CH2:26][C:27]5[N:28]=[C:29]([CH3:32])[S:30][CH:31]=5)[CH2:17][CH2:16]4)=[N:11][O:12][C:8]=3[C:7]=2[CH2:23][OH:24])[CH2:3][CH2:2]1, predict the reactants needed to synthesize it. The reactants are: [CH:1]1([CH2:4][O:5][C:6]2[CH:22]=[CH:21][C:9]3[C:10]([CH2:13][CH2:14][CH:15]4[CH2:20][CH2:19][NH:18][CH2:17][CH2:16]4)=[N:11][O:12][C:8]=3[C:7]=2[CH2:23][OH:24])[CH2:3][CH2:2]1.Cl[CH2:26][C:27]1[N:28]=[C:29]([CH3:32])[S:30][CH:31]=1.C(=O)([O-])[O-].[K+].[K+].O. (4) Given the product [CH2:1]1[C@@H:6]([C:7]#[N:8])[N:5]([C:9]([C@@H:11]([NH2:23])[C:12]23[CH2:21][C:19]4([OH:22])[CH2:20][CH:14]([CH2:15][CH:16]([CH2:18]4)[CH2:17]2)[CH2:13]3)=[O:10])[C@@H:4]2[C@H:2]1[CH2:3]2.[S:24](=[O:26])(=[O:25])([OH:28])[O-:27], predict the reactants needed to synthesize it. The reactants are: [CH2:1]1[C@@H:6]([C:7]#[N:8])[N:5]([C:9]([C@@H:11]([NH2:23])[C:12]23[CH2:21][C:19]4([OH:22])[CH2:20][CH:14]([CH2:15][CH:16]([CH2:18]4)[CH2:17]2)[CH2:13]3)=[O:10])[C@@H:4]2[C@H:2]1[CH2:3]2.[S:24](=[O:28])(=[O:27])([OH:26])[OH:25].CO. (5) Given the product [C:1]1([CH3:12])[CH:6]=[CH:5][C:4]([O:7][C@H:8]([CH3:13])[C:9]([Cl:11])=[O:10])=[CH:3][CH:2]=1, predict the reactants needed to synthesize it. The reactants are: [C:1]1([CH3:12])[CH:6]=[CH:5][C:4]([O:7][CH2:8][C:9]([Cl:11])=[O:10])=[CH:3][CH:2]=1.[C:13]1(C)C=CC(O[C@H](C)C(O)=O)=CC=1.O=S(Cl)Cl. (6) Given the product [CH3:16][O:15][N:14]([CH3:13])[C:10]([C:8]1[CH:7]=[CH:6][C:5]2[O:1][CH:2]=[CH:3][C:4]=2[CH:9]=1)=[O:11], predict the reactants needed to synthesize it. The reactants are: [O:1]1[C:5]2[CH:6]=[CH:7][C:8]([C:10](Cl)=[O:11])=[CH:9][C:4]=2[CH:3]=[CH:2]1.[CH3:13][NH:14][O:15][CH3:16].Cl.C(N(CC)CC)C.